This data is from Peptide-MHC class II binding affinity with 134,281 pairs from IEDB. The task is: Regression. Given a peptide amino acid sequence and an MHC pseudo amino acid sequence, predict their binding affinity value. This is MHC class II binding data. (1) The peptide sequence is HEALNIALIAVSIIS. The MHC is DRB5_0101 with pseudo-sequence DRB5_0101. The binding affinity (normalized) is 0.248. (2) The peptide sequence is CYIQRFPITNNIIGL. The MHC is DRB1_0101 with pseudo-sequence DRB1_0101. The binding affinity (normalized) is 0.277. (3) The peptide sequence is VRNCDLPVWLSWQVA. The MHC is HLA-DQA10501-DQB10402 with pseudo-sequence HLA-DQA10501-DQB10402. The binding affinity (normalized) is 0.494. (4) The peptide sequence is AVWGKNSCAKNYNCK. The MHC is HLA-DQA10201-DQB10202 with pseudo-sequence HLA-DQA10201-DQB10202. The binding affinity (normalized) is 0. (5) The binding affinity (normalized) is 0.445. The peptide sequence is QLSALWARFPLPVIP. The MHC is HLA-DPA10103-DPB10401 with pseudo-sequence HLA-DPA10103-DPB10401. (6) The peptide sequence is STWYGKPTAAGPKDN. The MHC is DRB1_1101 with pseudo-sequence DRB1_1101. The binding affinity (normalized) is 0.196.